From a dataset of Full USPTO retrosynthesis dataset with 1.9M reactions from patents (1976-2016). Predict the reactants needed to synthesize the given product. Given the product [OH:27][CH:26]([CH2:22][CH2:23][CH2:24][CH3:25])[CH2:28][N:1]1[CH2:2][CH2:3][C:4]2([O:11][C:10]3[C:12]4[C:17]([C:18](=[O:21])[C:19](=[O:20])[C:9]=3[S:8][CH2:7]2)=[CH:16][CH:15]=[CH:14][CH:13]=4)[CH2:5][CH2:6]1, predict the reactants needed to synthesize it. The reactants are: [NH:1]1[CH2:6][CH2:5][C:4]2([O:11][C:10]3[C:12]4[C:17]([C:18](=[O:21])[C:19](=[O:20])[C:9]=3[S:8][CH2:7]2)=[CH:16][CH:15]=[CH:14][CH:13]=4)[CH2:3][CH2:2]1.[CH2:22]([CH:26]1[CH2:28][O:27]1)[CH2:23][CH2:24][CH3:25].